From a dataset of Full USPTO retrosynthesis dataset with 1.9M reactions from patents (1976-2016). Predict the reactants needed to synthesize the given product. (1) Given the product [C:5]([O:8][CH2:9][C:19]1[N:24]=[C:23]([O:25][C:26]2[C:27]([F:36])=[C:28]3[C:32](=[CH:33][CH:34]=2)[NH:31][C:30]([CH3:35])=[CH:29]3)[CH:22]=[CH:21][N:20]=1)(=[O:7])[CH3:6], predict the reactants needed to synthesize it. The reactants are: BrCCBr.[C:5]([O:8][CH2:9]Br)(=[O:7])[CH3:6].[Br-].C(OC[Zn+])(=O)C.Cl[C:19]1[N:24]=[C:23]([O:25][C:26]2[C:27]([F:36])=[C:28]3[C:32](=[CH:33][CH:34]=2)[NH:31][C:30]([CH3:35])=[CH:29]3)[CH:22]=[CH:21][N:20]=1.COC1C=CC=C(OC)C=1C1C=CC=CC=1P(C1CCCCC1)C1CCCCC1.[NH4+].[Cl-]. (2) Given the product [CH2:3]([O:7][C:9]1[N:14]=[CH:13][N:12]=[C:11]([N:15]2[CH2:21][C@H:20]([CH3:22])[CH2:19][CH2:18][CH2:17][C@@H:16]2[CH3:23])[CH:10]=1)[C:4]#[C:5][CH3:6], predict the reactants needed to synthesize it. The reactants are: [H-].[Na+].[CH2:3]([OH:7])[C:4]#[C:5][CH3:6].Cl[C:9]1[N:14]=[CH:13][N:12]=[C:11]([N:15]2[CH2:21][C@H:20]([CH3:22])[CH2:19][CH2:18][CH2:17][C@@H:16]2[CH3:23])[CH:10]=1.[Cl-].[NH4+].